Dataset: Forward reaction prediction with 1.9M reactions from USPTO patents (1976-2016). Task: Predict the product of the given reaction. (1) Given the reactants [CH3:1][O:2][C:3]([C:5]1[CH:14]=[C:13]([OH:15])[C:12]2[C:7](=[C:8]([O:17][CH2:18][C:19]3[CH:24]=[CH:23][CH:22]=[CH:21][CH:20]=3)[CH:9]=[C:10](Br)[CH:11]=2)[N:6]=1)=[O:4].COC1C=CC(B(O)O)=CC=1.[Cl:36][C:37]1[CH:38]=[C:39](B(O)O)[CH:40]=[CH:41][C:42]=1[Cl:43], predict the reaction product. The product is: [CH3:1][O:2][C:3]([C:5]1[CH:14]=[C:13]([OH:15])[C:12]2[C:7](=[C:8]([O:17][CH2:18][C:19]3[CH:24]=[CH:23][CH:22]=[CH:21][CH:20]=3)[CH:9]=[C:10]([C:40]3[CH:39]=[CH:38][C:37]([Cl:36])=[C:42]([Cl:43])[CH:41]=3)[CH:11]=2)[N:6]=1)=[O:4]. (2) Given the reactants [Cl:1][C:2]1[C:3]2[N:12]([C:13]3[C:18]([F:19])=[CH:17][CH:16]=[CH:15][C:14]=3[F:20])[N:11]=[C:10]([C:21]3[CH:29]=[CH:28][C:24]([C:25](O)=[O:26])=[CH:23][CH:22]=3)[C:4]=2[C:5]([O:8][CH3:9])=[N:6][CH:7]=1.[Cl-].C[NH3+].C[CH2:34][N:35]=C=NCCCN(C)C.Cl.C1C=CC2N(O)N=NC=2C=1, predict the reaction product. The product is: [Cl:1][C:2]1[C:3]2[N:12]([C:13]3[C:14]([F:20])=[CH:15][CH:16]=[CH:17][C:18]=3[F:19])[N:11]=[C:10]([C:21]3[CH:29]=[CH:28][C:24]([C:25]([NH:35][CH3:34])=[O:26])=[CH:23][CH:22]=3)[C:4]=2[C:5]([O:8][CH3:9])=[N:6][CH:7]=1. (3) Given the reactants [NH2:1][C:2]1[CH:10]=[CH:9][CH:8]=[C:7]([O:11][CH3:12])[C:3]=1[C:4]([NH2:6])=O.[Cl:13][C:14]1[CH:22]=[CH:21][CH:20]=[CH:19][C:15]=1[C:16](Cl)=O.[N:23]1([C:29]([O:31][CH2:32][CH3:33])=[O:30])[CH2:28][CH2:27][NH:26][CH2:25][CH2:24]1, predict the reaction product. The product is: [Cl:13][C:14]1[CH:22]=[CH:21][CH:20]=[CH:19][C:15]=1[C:16]1[N:6]=[C:4]([N:26]2[CH2:25][CH2:24][N:23]([C:29]([O:31][CH2:32][CH3:33])=[O:30])[CH2:28][CH2:27]2)[C:3]2[C:2](=[CH:10][CH:9]=[CH:8][C:7]=2[O:11][CH3:12])[N:1]=1. (4) Given the reactants [CH3:1][O:2][C:3](=[O:32])[CH:4]([CH2:9][CH2:10][C:11]1([C@@H:14]2[C@:22]3([CH3:23])[C@H:17]([C@@H:18]([O:24][Si:25]([C:28]([CH3:31])([CH3:30])[CH3:29])([CH3:27])[CH3:26])[CH2:19][CH2:20][CH2:21]3)[CH2:16][CH2:15]2)[CH2:13][CH2:12]1)C(OC)=O.CS(C)=O.O.[Cl-].[Li+], predict the reaction product. The product is: [CH3:1][O:2][C:3](=[O:32])[CH2:4][CH2:9][CH2:10][C:11]1([C@@H:14]2[C@:22]3([CH3:23])[C@H:17]([C@@H:18]([O:24][Si:25]([C:28]([CH3:31])([CH3:30])[CH3:29])([CH3:26])[CH3:27])[CH2:19][CH2:20][CH2:21]3)[CH2:16][CH2:15]2)[CH2:12][CH2:13]1. (5) Given the reactants [Br:1][C:2]1[C:7]2[N:8]=[C:9]([C:11]3[CH:16]=[CH:15][C:14]([O:17]C)=[CH:13][CH:12]=3)[S:10][C:6]=2[CH:5]=[C:4]([O:19]C)[CH:3]=1.Cl, predict the reaction product. The product is: [Br:1][C:2]1[C:7]2[N:8]=[C:9]([C:11]3[CH:12]=[CH:13][C:14]([OH:17])=[CH:15][CH:16]=3)[S:10][C:6]=2[CH:5]=[C:4]([OH:19])[CH:3]=1. (6) Given the reactants [H-].[Na+].[C:3]1([C:16]2[CH:21]=[CH:20][CH:19]=[CH:18][CH:17]=2)[CH:8]=[CH:7][C:6]([CH2:9][C@H:10]2[NH:14][C:13](=[O:15])[CH2:12][CH2:11]2)=[CH:5][CH:4]=1.[CH3:22][O:23][C:24]1[CH:31]=[CH:30][C:27]([CH2:28]Cl)=[CH:26][CH:25]=1.CC(O)=O, predict the reaction product. The product is: [C:3]1([C:16]2[CH:17]=[CH:18][CH:19]=[CH:20][CH:21]=2)[CH:4]=[CH:5][C:6]([CH2:9][C@H:10]2[N:14]([CH2:28][C:27]3[CH:30]=[CH:31][C:24]([O:23][CH3:22])=[CH:25][CH:26]=3)[C:13](=[O:15])[CH2:12][CH2:11]2)=[CH:7][CH:8]=1.